Dataset: Forward reaction prediction with 1.9M reactions from USPTO patents (1976-2016). Task: Predict the product of the given reaction. (1) Given the reactants [C:1]([C:5]1[CH:10]=[CH:9][C:8]([C:11]2[N:15]=[C:14]([C:16]3[N:20]=[C:19]([CH3:21])[NH:18][N:17]=3)[O:13][N:12]=2)=[CH:7][CH:6]=1)([CH3:4])([CH3:3])[CH3:2].C([O-])([O-])=O.[Cs+].[Cs+].[Cl:28][C:29]1[CH:34]=[C:33]([CH2:35]Cl)[CH:32]=[CH:31][N:30]=1, predict the reaction product. The product is: [C:1]([C:5]1[CH:6]=[CH:7][C:8]([C:11]2[N:15]=[C:14]([C:16]3[N:20]=[C:19]([CH3:21])[N:18]([CH2:35][C:33]4[CH:32]=[CH:31][N:30]=[C:29]([Cl:28])[CH:34]=4)[N:17]=3)[O:13][N:12]=2)=[CH:9][CH:10]=1)([CH3:4])([CH3:3])[CH3:2]. (2) Given the reactants [Si:1]([O:8][C@H:9]([C@@H:13]1[O:18][C@H:17]2[CH2:19][CH2:20][C@H:21]([CH2:23][CH2:24][O:25][Si:26]([CH2:31][CH3:32])([CH2:29][CH3:30])[CH2:27][CH3:28])[O:22][C@@H:16]2[C@H:15]([O:33][Si:34]([C:37]([CH3:40])([CH3:39])[CH3:38])([CH3:36])[CH3:35])[C@@H:14]1[O:41][Si:42]([C:45]([CH3:48])([CH3:47])[CH3:46])([CH3:44])[CH3:43])/[CH:10]=[CH:11]/I)([C:4]([CH3:7])([CH3:6])[CH3:5])([CH3:3])[CH3:2].[Li]CCCC.CCCCCC.CCOCC.[Mg+2].[Br-].[Br-].[C:68]([O:76][C@H:77]([CH2:82][CH2:83][CH:84]=[O:85])[CH2:78][C:79]([Br:81])=[CH2:80])(=[O:75])[C:69]1[CH:74]=[CH:73][CH:72]=[CH:71][CH:70]=1, predict the reaction product. The product is: [C:68]([O:76][C@H:77]([CH2:82][CH2:83][CH:84]([OH:85])/[CH:11]=[CH:10]/[C@@H:9]([C@@H:13]1[O:18][C@H:17]2[CH2:19][CH2:20][C@H:21]([CH2:23][CH2:24][O:25][Si:26]([CH2:31][CH3:32])([CH2:29][CH3:30])[CH2:27][CH3:28])[O:22][C@@H:16]2[C@H:15]([O:33][Si:34]([C:37]([CH3:40])([CH3:39])[CH3:38])([CH3:36])[CH3:35])[C@@H:14]1[O:41][Si:42]([C:45]([CH3:48])([CH3:47])[CH3:46])([CH3:44])[CH3:43])[O:8][Si:1]([C:4]([CH3:7])([CH3:6])[CH3:5])([CH3:3])[CH3:2])[CH2:78][C:79]([Br:81])=[CH2:80])(=[O:75])[C:69]1[CH:74]=[CH:73][CH:72]=[CH:71][CH:70]=1. (3) Given the reactants Cl.[C:2](Cl)(=[O:9])[C:3]1[CH:8]=[CH:7][N:6]=[CH:5][CH:4]=1.[NH2:11][C:12]1[CH:17]=[CH:16][CH:15]=[CH:14][CH:13]=1.CCN(CC)CC, predict the reaction product. The product is: [C:12]1([NH:11][C:2](=[O:9])[C:3]2[CH:8]=[CH:7][N:6]=[CH:5][CH:4]=2)[CH:17]=[CH:16][CH:15]=[CH:14][CH:13]=1. (4) Given the reactants Cl[C:2]1C(OC2C=CC(Cl)=C(C(F)(F)F)C=2)=CC(F)=[C:6]([CH:10]=1)C(O)=O.[Cl:24][C:25]1[CH:26]=[C:27]([O:35][C:36]2[C:44]([C:45]3([F:49])[CH2:48][O:47][CH2:46]3)=[CH:43][C:39]([C:40]([OH:42])=O)=[C:38]([F:50])[CH:37]=2)[CH:28]=[N:29][C:30]=1[O:31][CH:32]([CH3:34])[CH3:33].C[N:52](C)[S:53]([NH2:56])(=[O:55])=[O:54], predict the reaction product. The product is: [N:52]1([S:53]([NH:56][C:40](=[O:42])[C:39]2[CH:43]=[C:44]([C:45]3([F:49])[CH2:48][O:47][CH2:46]3)[C:36]([O:35][C:27]3[CH:28]=[N:29][C:30]([O:31][CH:32]([CH3:33])[CH3:34])=[C:25]([Cl:24])[CH:26]=3)=[CH:37][C:38]=2[F:50])(=[O:55])=[O:54])[CH2:6][CH2:10][CH2:2]1. (5) Given the reactants [Cl:1][C:2]1[N:3]=[CH:4][C:5]2[C:10]([CH:11]=1)=[CH:9][C:8]([C@H:12]([NH:14][S@@](C(C)(C)C)=O)[CH3:13])=[CH:7][CH:6]=2.Cl.O1CCOCC1, predict the reaction product. The product is: [ClH:1].[Cl:1][C:2]1[N:3]=[CH:4][C:5]2[C:10]([CH:11]=1)=[CH:9][C:8]([C@H:12]([NH2:14])[CH3:13])=[CH:7][CH:6]=2. (6) Given the reactants [NH2:1][C:2]1[N:7]=[CH:6][C:5]([O:8][C:9]2[CH:14]=[CH:13][N:12]=[C:11]3[CH:15]=[C:16]([C:18]4[N:23]=[CH:22][C:21]([CH2:24][N:25]([CH2:33][CH2:34][O:35][CH3:36])[C:26](=[O:32])[O:27][C:28]([CH3:31])([CH3:30])[CH3:29])=[CH:20][CH:19]=4)[S:17][C:10]=23)=[CH:4][CH:3]=1.[N:37]1[CH:42]=[CH:41][CH:40]=C[CH:38]=1.ClC(OC1C=CC=CC=1)=[O:45].C1(N)CC1, predict the reaction product. The product is: [CH:42]1([NH:37][C:38](=[O:45])[NH:1][C:2]2[N:7]=[CH:6][C:5]([O:8][C:9]3[CH:14]=[CH:13][N:12]=[C:11]4[CH:15]=[C:16]([C:18]5[N:23]=[CH:22][C:21]([CH2:24][N:25]([CH2:33][CH2:34][O:35][CH3:36])[C:26](=[O:32])[O:27][C:28]([CH3:29])([CH3:30])[CH3:31])=[CH:20][CH:19]=5)[S:17][C:10]=34)=[CH:4][CH:3]=2)[CH2:40][CH2:41]1.